This data is from Catalyst prediction with 721,799 reactions and 888 catalyst types from USPTO. The task is: Predict which catalyst facilitates the given reaction. (1) Reactant: [Cl:1][C:2]1[CH:3]=[C:4]([NH2:9])[C:5]([NH2:8])=[CH:6][CH:7]=1.[OH:10][CH2:11][C:12](O)=O.Cl.N. The catalyst class is: 113. Product: [Cl:1][C:2]1[CH:7]=[CH:6][C:5]2[NH:8][C:12]([CH2:11][OH:10])=[N:9][C:4]=2[CH:3]=1. (2) Reactant: [CH2:1](Br)[C:2]1[CH:7]=[CH:6][CH:5]=[CH:4][CH:3]=1.[C:9]([O:13][C:14]([NH:16][C@@H:17]([C:28]([OH:30])=[O:29])[CH2:18][C:19]1[CH:24]=[CH:23][C:22]([OH:25])=[C:21]([O:26][CH3:27])[CH:20]=1)=[O:15])([CH3:12])([CH3:11])[CH3:10].C(N(CC)C(C)C)(C)C. Product: [CH2:1]([O:30][C:28](=[O:29])[C@H:17]([NH:16][C:14]([O:13][C:9]([CH3:11])([CH3:10])[CH3:12])=[O:15])[CH2:18][C:19]1[CH:24]=[CH:23][C:22]([OH:25])=[C:21]([O:26][CH3:27])[CH:20]=1)[C:2]1[CH:7]=[CH:6][CH:5]=[CH:4][CH:3]=1. The catalyst class is: 35.